From a dataset of Full USPTO retrosynthesis dataset with 1.9M reactions from patents (1976-2016). Predict the reactants needed to synthesize the given product. (1) Given the product [OH:46][CH:47]([CH2:67][OH:68])[CH2:48][O:49][C:50]1[CH:51]=[CH:52][C:53]([C:56]#[C:57][C:58]2[CH:59]=[CH:60][C:61]([C:62](=[O:64])[N:6]([CH:5]([C:4]([NH:3][CH3:2])=[O:12])[C:8]([O:9][CH3:10])=[O:11])[CH3:7])=[CH:65][CH:66]=2)=[CH:54][CH:55]=1, predict the reactants needed to synthesize it. The reactants are: Cl.[CH3:2][NH:3][C:4](=[O:12])[C@H:5]([C:8](=[O:11])[O:9][CH3:10])[NH:6][CH3:7].CN(C(ON1N=NC2C=CC=NC1=2)=[N+](C)C)C.F[P-](F)(F)(F)(F)F.CCN(C(C)C)C(C)C.[OH:46][CH:47]([CH2:67][OH:68])[CH2:48][O:49][C:50]1[CH:55]=[CH:54][C:53]([C:56]#[C:57][C:58]2[CH:66]=[CH:65][C:61]([C:62]([OH:64])=O)=[CH:60][CH:59]=2)=[CH:52][CH:51]=1.C(=O)([O-])O.[Na+]. (2) The reactants are: C([Li])CCC.[Si:6]([O:13][CH2:14][C:15]1[CH:20]=[C:19]([O:21][CH2:22][O:23][CH3:24])[CH:18]=[C:17]([O:25][CH2:26][O:27][CH3:28])[CH:16]=1)([C:9]([CH3:12])([CH3:11])[CH3:10])([CH3:8])[CH3:7].Cl[C:30]([O:32][CH3:33])=[O:31].O. Given the product [Si:6]([O:13][CH2:14][C:15]1[CH:16]=[C:17]([O:25][CH2:26][O:27][CH3:28])[C:18]([C:30]([O:32][CH3:33])=[O:31])=[C:19]([O:21][CH2:22][O:23][CH3:24])[CH:20]=1)([C:9]([CH3:12])([CH3:11])[CH3:10])([CH3:7])[CH3:8], predict the reactants needed to synthesize it. (3) Given the product [CH3:1][O:2][C:3]([C:5]1[CH:6]=[N:7][N:8]([C:13]2[CH2:17][C:16]([C:22]3[CH:27]=[C:26]([Cl:28])[CH:25]=[C:24]([Cl:29])[CH:23]=3)([C:18]([F:19])([F:20])[F:21])[O:15][N:14]=2)[CH:9]=1)=[O:4], predict the reactants needed to synthesize it. The reactants are: [CH3:1][O:2][C:3]([C:5]1[CH:6]=[N:7][NH:8][CH:9]=1)=[O:4].[H-].[Na+].Cl[C:13]1[CH2:17][C:16]([C:22]2[CH:27]=[C:26]([Cl:28])[CH:25]=[C:24]([Cl:29])[CH:23]=2)([C:18]([F:21])([F:20])[F:19])[O:15][N:14]=1.N1C=CC=N1. (4) Given the product [F:11][C:4]1[CH:3]=[CH:2][C:10]([C:17]2[NH:13][N:14]=[CH:15][CH:16]=2)=[C:9]([CH:5]=1)[C:21]([O:24][CH3:26])=[O:22], predict the reactants needed to synthesize it. The reactants are: C[C:2]1[CH:10]=[CH:9][C:5](C([O-])=O)=[C:4]([F:11])[C:3]=1Br.[NH:13]1[C:17](B(O)O)=[CH:16][CH:15]=[N:14]1.[C:21]([O-:24])(O)=[O:22].[Na+].[CH3:26]OCCOC. (5) Given the product [CH2:1]([N:8]1[C:9]([CH2:10][N:11]2[C:19](=[O:20])[C:18]3[C:13](=[CH:14][CH:15]=[CH:16][CH:17]=3)[C:12]2=[O:21])=[N:25][N:24]=[N:23]1)[C:2]1[CH:7]=[CH:6][CH:5]=[CH:4][CH:3]=1, predict the reactants needed to synthesize it. The reactants are: [CH2:1]([NH:8][C:9](=O)[CH2:10][N:11]1[C:19](=[O:20])[C:18]2[C:13](=[CH:14][CH:15]=[CH:16][CH:17]=2)[C:12]1=[O:21])[C:2]1[CH:7]=[CH:6][CH:5]=[CH:4][CH:3]=1.[N-:23]=[N+:24]=[N-:25].[Na+].FC(F)(F)S(OS(C(F)(F)F)(=O)=O)(=O)=O.ClCCl. (6) Given the product [CH3:1][NH:2][C@@H:3]1[C:8]2[CH:9]=[CH:10][CH:11]=[CH:12][C:7]=2[C@H:6]([C:13]2[CH:14]=[CH:15][C:16]([Cl:20])=[C:17]([Cl:19])[CH:18]=2)[CH2:5][CH2:4]1.[C:21]([O-:30])(=[O:29])[CH2:22][CH2:23][CH2:24][CH2:25][C:26]([O-:28])=[O:27], predict the reactants needed to synthesize it. The reactants are: [CH3:1][NH:2][C@@H:3]1[C:8]2[CH:9]=[CH:10][CH:11]=[CH:12][C:7]=2[C@H:6]([C:13]2[CH:14]=[CH:15][C:16]([Cl:20])=[C:17]([Cl:19])[CH:18]=2)[CH2:5][CH2:4]1.[C:21]([OH:30])(=[O:29])[CH2:22][CH2:23][CH2:24][CH2:25][C:26]([OH:28])=[O:27].